This data is from Reaction yield outcomes from USPTO patents with 853,638 reactions. The task is: Predict the reaction yield, written as a fraction of the theoretical maximum amount of product (1.0 means a 100% yield; for example, 0.34 means a 34% yield). (1) The reactants are [I:1][C:2]1[CH:7]=[CH:6][C:5]([SH:8])=[CH:4][CH:3]=1.C1(C)C=CC(S(O[CH2:19][CH:20]2[CH2:24][CH2:23][CH2:22][N:21]2[C:25]([O:27][C:28]([CH3:31])([CH3:30])[CH3:29])=[O:26])(=O)=O)=CC=1.[OH-].[K+]. The catalyst is N1C=CC=CC=1.CCOC(C)=O. The product is [I:1][C:2]1[CH:7]=[CH:6][C:5]([S:8][CH2:19][CH:20]2[CH2:24][CH2:23][CH2:22][N:21]2[C:25]([O:27][C:28]([CH3:29])([CH3:31])[CH3:30])=[O:26])=[CH:4][CH:3]=1. The yield is 0.530. (2) The reactants are [Cl:1][C:2]1[O:6][C:5]([C:7]([OH:9])=O)=[CH:4][C:3]=1[C:10]1[N:14]([CH3:15])[N:13]=[CH:12][CH:11]=1.[NH2:16][C@@H:17]([CH2:30][C:31]1[CH:36]=[CH:35][CH:34]=[CH:33][C:32]=1[C:37]([F:40])([F:39])[F:38])[CH2:18][N:19]1[C:27](=[O:28])[C:26]2[C:21](=[CH:22][CH:23]=[CH:24][CH:25]=2)[C:20]1=[O:29].C(N(CC)C(C)C)(C)C.F[P-](F)(F)(F)(F)F.Br[P+](N1CCCC1)(N1CCCC1)N1CCCC1. The catalyst is ClCCl. The product is [Cl:1][C:2]1[O:6][C:5]([C:7]([NH:16][C@@H:17]([CH2:30][C:31]2[CH:36]=[CH:35][CH:34]=[CH:33][C:32]=2[C:37]([F:40])([F:38])[F:39])[CH2:18][N:19]2[C:27](=[O:28])[C:26]3[C:21](=[CH:22][CH:23]=[CH:24][CH:25]=3)[C:20]2=[O:29])=[O:9])=[CH:4][C:3]=1[C:10]1[N:14]([CH3:15])[N:13]=[CH:12][CH:11]=1. The yield is 0.558. (3) The reactants are [NH2:1][C:2]1[C:3]([C:20]2[O:24][C:23]([C:25]3[CH:30]=[CH:29][C:28]([CH2:31][N:32](C)[C:33](=O)OC(C)(C)C)=[CH:27][C:26]=3[CH3:41])=[N:22][N:21]=2)=[N:4][C:5]([C:8]2[CH:13]=[CH:12][C:11]([S:14]([CH:17]([CH3:19])[CH3:18])(=[O:16])=[O:15])=[CH:10][CH:9]=2)=[CH:6][N:7]=1.C(O)(C(F)(F)F)=O. The catalyst is C(Cl)Cl. The product is [CH:17]([S:14]([C:11]1[CH:10]=[CH:9][C:8]([C:5]2[N:4]=[C:3]([C:20]3[O:24][C:23]([C:25]4[CH:30]=[CH:29][C:28]([CH2:31][NH:32][CH3:33])=[CH:27][C:26]=4[CH3:41])=[N:22][N:21]=3)[C:2]([NH2:1])=[N:7][CH:6]=2)=[CH:13][CH:12]=1)(=[O:15])=[O:16])([CH3:19])[CH3:18]. The yield is 0.390. (4) The reactants are [N-:1]=[N+:2]=[N-:3].[Na+].[CH3:5][O:6][C:7]1[CH:12]=[CH:11][C:10]([CH2:13][CH2:14][CH2:15][CH2:16]OS(C2C=CC(C)=CC=2)(=O)=O)=[CH:9][CH:8]=1. The catalyst is CN(C=O)C. The product is [CH3:5][O:6][C:7]1[CH:12]=[CH:11][C:10]([CH2:13][CH2:14][CH2:15][CH2:16][N:1]=[N+:2]=[N-:3])=[CH:9][CH:8]=1. The yield is 0.950.